This data is from Catalyst prediction with 721,799 reactions and 888 catalyst types from USPTO. The task is: Predict which catalyst facilitates the given reaction. (1) Reactant: Br[CH:2]([CH:13]([CH3:15])[CH3:14])[CH2:3][N-:4][C:5]1[CH:10]=[CH:9][CH:8]=[C:7]([Cl:11])[C:6]=1[OH:12].C(=O)([O-])[O-:17].[K+].[K+].C(OCC)(=O)C.O. Product: [Cl:11][C:7]1[C:6]2[O:12][CH:2]([CH:13]([CH3:15])[CH3:14])[C:3](=[O:17])[NH:4][C:5]=2[CH:10]=[CH:9][CH:8]=1. The catalyst class is: 9. (2) Reactant: [NH2:1][CH2:2][CH2:3][CH2:4][C:5]1[NH:9][C:8]([C:13]2[C:17]([NH:18][C:19](=[O:28])[C:20]3[C:25]([F:26])=[CH:24][CH:23]=[CH:22][C:21]=3[F:27])=[CH:16][NH:15][N:14]=2)(C(O)=O)[NH:7][CH:6]=1.C(Cl)CCl.C1C=CC2N(O)N=NC=2C=1.CN([CH:46]=[O:47])C. Product: [F:27][C:21]1[CH:22]=[CH:23][CH:24]=[C:25]([F:26])[C:20]=1[C:19]([NH:18][C:17]1[C:13]([C:8]2[NH:9][C:5]3[CH2:4][CH2:3][CH2:2][NH:1][C:46](=[O:47])[C:6]=3[N:7]=2)=[N:14][NH:15][CH:16]=1)=[O:28]. The catalyst class is: 4. (3) Reactant: [CH2:1]([N:8]([C:30]1[CH:31]=[CH:32][C:33]([OH:39])=[C:34]([CH:38]=1)[C:35]([OH:37])=[O:36])[C:9](=[O:29])[CH2:10][N:11]([CH2:22][C:23]1[CH:28]=[CH:27][CH:26]=[CH:25][CH:24]=1)[S:12]([C:15]1[CH:20]=[CH:19][C:18]([CH3:21])=[CH:17][CH:16]=1)(=[O:14])=[O:13])[C:2]1[CH:7]=[CH:6][CH:5]=[CH:4][CH:3]=1.[C:40](#N)[CH3:41]. Product: [CH2:22]([N:11]([CH2:10][C:9]([N:8]([C:30]1[CH:31]=[CH:32][C:33]([OH:39])=[C:34]([CH:38]=1)[C:35]([OH:37])=[O:36])[CH2:1][C:2]1[CH:3]=[CH:4][C:5]([CH2:17][CH2:16][CH2:15][CH2:20][CH2:19][CH2:40][CH3:41])=[CH:6][CH:7]=1)=[O:29])[S:12]([C:15]1[CH:16]=[CH:17][C:18]([C:21]2[CH:6]=[CH:7][CH:2]=[CH:3][CH:4]=2)=[CH:19][CH:20]=1)(=[O:14])=[O:13])[C:23]1[CH:28]=[CH:27][CH:26]=[CH:25][CH:24]=1. The catalyst class is: 6. (4) Reactant: Cl[C:2]1[C:7]([C:8]#[N:9])=[CH:6][N:5]=[CH:4][C:3]=1[C:10]1[CH:15]=[CH:14][C:13]([O:16][CH3:17])=[C:12]([O:18][CH3:19])[CH:11]=1.[OH:20][C:21]1[CH:22]=[C:23]2[C:27](=[CH:28][CH:29]=1)[NH:26][CH:25]=[CH:24]2.C([O-])([O-])=O.[K+].[K+]. Product: [CH3:19][O:18][C:12]1[CH:11]=[C:10]([C:3]2[CH:4]=[N:5][CH:6]=[C:7]([C:2]=2[O:20][C:21]2[CH:22]=[C:23]3[C:27](=[CH:28][CH:29]=2)[NH:26][CH:25]=[CH:24]3)[C:8]#[N:9])[CH:15]=[CH:14][C:13]=1[O:16][CH3:17]. The catalyst class is: 144. (5) Reactant: [CH3:1][C:2]1[CH:3]=[CH:4][C:5]2[C:13](=[O:14])[N:8]3[CH2:9][CH2:10][NH:11][CH2:12][CH:7]3[C:6]=2[N:15]=1.CCN(C(C)C)C(C)C.[CH2:25]([O:27][C:28]1[CH:33]=[CH:32][C:31]([S:34](Cl)(=[O:36])=[O:35])=[CH:30][CH:29]=1)[CH3:26]. Product: [CH2:25]([O:27][C:28]1[CH:29]=[CH:30][C:31]([S:34]([N:11]2[CH2:10][CH2:9][N:8]3[C:13](=[O:14])[C:5]4[CH:4]=[CH:3][C:2]([CH3:1])=[N:15][C:6]=4[CH:7]3[CH2:12]2)(=[O:36])=[O:35])=[CH:32][CH:33]=1)[CH3:26]. The catalyst class is: 2. (6) Reactant: [CH3:1][N:2]1[C:10](=[O:11])[C:9]2[C:4](=[CH:5][CH:6]=[C:7]([C:12]([O:14]C)=[O:13])[CH:8]=2)[N:3]1C(OCC)=O.[OH-].[K+]. Product: [CH3:1][N:2]1[C:10](=[O:11])[C:9]2[C:4](=[CH:5][CH:6]=[C:7]([C:12]([OH:14])=[O:13])[CH:8]=2)[NH:3]1. The catalyst class is: 8. (7) Reactant: [CH3:1][C:2]1[CH:11]=[CH:10][C:9]2[C:4](=[C:5]([C:12]#[N:13])[CH:6]=[CH:7][CH:8]=2)[N:3]=1.[Se](=O)=[O:15]. Product: [CH:1]([C:2]1[CH:11]=[CH:10][C:9]2[C:4](=[C:5]([C:12]#[N:13])[CH:6]=[CH:7][CH:8]=2)[N:3]=1)=[O:15]. The catalyst class is: 38. (8) Reactant: [N:1]1[CH:6]=[CH:5][CH:4]=[CH:3][C:2]=1[C:7]1[C:8]([C:15]2[C:24]3[C:19](=[CH:20][C:21]([O:25][CH2:26][C:27](Cl)=[O:28])=[CH:22][CH:23]=3)[N:18]=[CH:17][CH:16]=2)=[C:9]2[CH2:14][CH2:13][CH2:12][N:10]2[N:11]=1.[CH3:30][N:31]1[CH2:36][CH2:35][NH:34][CH2:33][CH2:32]1. Product: [CH3:30][N:31]1[CH2:36][CH2:35][N:34]([C:27](=[O:28])[CH2:26][O:25][C:21]2[CH:20]=[C:19]3[C:24]([C:15]([C:8]4[C:7]([C:2]5[CH:3]=[CH:4][CH:5]=[CH:6][N:1]=5)=[N:11][N:10]5[CH2:12][CH2:13][CH2:14][C:9]=45)=[CH:16][CH:17]=[N:18]3)=[CH:23][CH:22]=2)[CH2:33][CH2:32]1. The catalyst class is: 4. (9) Reactant: Br[C:2]1[CH:3]=[CH:4][C:5]([C:8]#[C:9][C:10]2[CH:24]=[CH:23][C:13]([CH2:14][N:15]3[CH2:18][CH:17]([C:19]([O:21][CH3:22])=[O:20])[CH2:16]3)=[CH:12][C:11]=2[F:25])=[N:6][CH:7]=1.[Br-].[CH2:27]([Zn+])[C:28]1[CH:33]=[CH:32][CH:31]=[CH:30][CH:29]=1. Product: [CH2:27]([C:2]1[CH:3]=[CH:4][C:5]([C:8]#[C:9][C:10]2[CH:24]=[CH:23][C:13]([CH2:14][N:15]3[CH2:18][CH:17]([C:19]([O:21][CH2:22][C:10]4[CH:24]=[CH:23][CH:13]=[CH:12][CH:11]=4)=[O:20])[CH2:16]3)=[CH:12][C:11]=2[F:25])=[N:6][CH:7]=1)[C:28]1[CH:33]=[CH:32][CH:31]=[CH:30][CH:29]=1. The catalyst class is: 1. (10) Reactant: [OH:1][C:2]([C:32]([F:35])([F:34])[F:33])([CH2:15][C:16]([C:19]1[CH:24]=[C:23]([C:25]2[CH:29]=[CH:28][S:27][CH:26]=2)[CH:22]=[CH:21][C:20]=1[O:30]C)([CH3:18])[CH3:17])[CH2:3][N:4]1[C:13]2[C:8](=[CH:9][CH:10]=[CH:11][CH:12]=2)[C:7](=[O:14])[CH:6]=[CH:5]1.B(Br)(Br)Br. Product: [OH:1][C:2]([C:32]([F:35])([F:34])[F:33])([CH2:15][C:16]([C:19]1[CH:24]=[C:23]([C:25]2[CH:29]=[CH:28][S:27][CH:26]=2)[CH:22]=[CH:21][C:20]=1[OH:30])([CH3:18])[CH3:17])[CH2:3][N:4]1[C:13]2[C:8](=[CH:9][CH:10]=[CH:11][CH:12]=2)[C:7](=[O:14])[CH:6]=[CH:5]1. The catalyst class is: 2.